From a dataset of Forward reaction prediction with 1.9M reactions from USPTO patents (1976-2016). Predict the product of the given reaction. (1) Given the reactants [NH:1]1[CH2:5][C:4](=[O:6])[NH:3][C:2]1=[O:7].[H-].[Na+].CS(O[CH2:15][CH2:16][C:17]1[C:18]([CH3:33])=[N:19][N:20]([CH3:32])[C:21]=1[N:22]1[C:30]2[C:25](=[CH:26][C:27]([Cl:31])=[CH:28][CH:29]=2)[CH:24]=[CH:23]1)(=O)=O.O, predict the reaction product. The product is: [Cl:31][C:27]1[CH:26]=[C:25]2[C:30](=[CH:29][CH:28]=1)[N:22]([C:21]1[N:20]([CH3:32])[N:19]=[C:18]([CH3:33])[C:17]=1[CH2:16][CH2:15][N:3]1[C:4](=[O:6])[CH2:5][NH:1][C:2]1=[O:7])[CH:23]=[CH:24]2. (2) The product is: [CH3:29][C:23]1([CH3:30])[C:22]2[C:26](=[CH:27][CH:28]=[C:20]([C:16]3[N:15]=[C:14]([N:11]4[CH2:12][CH2:13][NH:8][CH2:9][CH2:10]4)[CH:19]=[CH:18][CH:17]=3)[CH:21]=2)[CH2:25][CH2:24]1. Given the reactants C(OC([N:8]1[CH2:13][CH2:12][N:11]([C:14]2[CH:19]=[CH:18][CH:17]=[C:16]([C:20]3[CH:21]=[C:22]4[C:26](=[CH:27][CH:28]=3)[CH2:25][CH2:24][C:23]4([CH3:30])[CH3:29])[N:15]=2)[CH2:10][CH2:9]1)=O)(C)(C)C.Cl, predict the reaction product. (3) Given the reactants [CH3:1][CH2:2][O:3][C:4]1[CH:5]=[CH:6][CH:7]=[CH:8][C:9]=1[O:10][C@H:11]([C@H:18]1[O:23][CH2:22][CH2:21][NH:20][CH2:19]1)[C:12]1[CH:13]=[CH:14][CH:15]=[CH:16][CH:17]=1.C([O-])(=O)C(C1C=CC=CC=1)O.[OH-].[Na+].CCOC1C=CC=CC=1OC(C1OCCNC1)C1C=CC=CC=1.[C:60]([OH:67])(=[O:66])[CH2:61][CH2:62][C:63]([OH:65])=[O:64], predict the reaction product. The product is: [CH3:1][CH2:2][O:3][C:4]1[C:9]([O:10][C@@H:11]([C:12]2[CH:13]=[CH:14][CH:15]=[CH:16][CH:17]=2)[C@H:18]2[O:23][CH2:22][CH2:21][NH:20][CH2:19]2)=[CH:8][CH:7]=[CH:6][CH:5]=1.[CH2:61]([C:60]([OH:67])=[O:66])[CH2:62][C:63]([OH:65])=[O:64]. (4) Given the reactants [C@@H:1]12[C:10](=[O:11])[O:9][C:7](=[O:8])[C@H:2]1[CH2:3][CH2:4][CH2:5][CH2:6]2.Cl.[NH2:13][CH2:14][C:15]#[N:16].C(N(CC)CC)C, predict the reaction product. The product is: [C:14]([CH2:15][NH:16][C:7]([C@@H:2]1[CH2:3][CH2:4][CH2:5][CH2:6][C@H:1]1[C:10]([OH:9])=[O:11])=[O:8])#[N:13]. (5) Given the reactants [F:1][C:2]1[C:7]([C:8]([O:10]C)=[O:9])=[C:6]([O:12][CH3:13])[C:5]([N:14]([CH2:21][C:22]2[CH:27]=[CH:26][C:25]([O:28][CH3:29])=[CH:24][CH:23]=2)[S:15]([CH2:18][CH2:19][CH3:20])(=[O:17])=[O:16])=[CH:4][CH:3]=1.O1CCCC1.[OH-].[Na+].O, predict the reaction product. The product is: [F:1][C:2]1[C:7]([C:8]([OH:10])=[O:9])=[C:6]([O:12][CH3:13])[C:5]([N:14]([CH2:21][C:22]2[CH:23]=[CH:24][C:25]([O:28][CH3:29])=[CH:26][CH:27]=2)[S:15]([CH2:18][CH2:19][CH3:20])(=[O:17])=[O:16])=[CH:4][CH:3]=1. (6) Given the reactants [CH2:1]([O:3][C:4]([O:6][CH:7]([O:9][C:10](=[O:30])[C@H:11]([CH3:29])[N:12](C12C(C)(C)C1CCC(C)C2=O)OC(C)(C)C)[CH3:8])=[O:5])[CH3:2].[F:31][C:32]([F:37])([F:36])[C:33]([OH:35])=[O:34], predict the reaction product. The product is: [F:31][C:32]([F:37])([F:36])[C:33]([OH:35])=[O:34].[CH2:1]([O:3][C:4]([O:6][CH:7]([O:9][C:10](=[O:30])[C@H:11]([CH3:29])[NH2:12])[CH3:8])=[O:5])[CH3:2]. (7) Given the reactants [CH3:1][C:2]1[CH:3]=[C:4]([N:8]2[C:12]([C:13]([F:16])([F:15])[F:14])=[C:11]([C:17](O)=[O:18])[CH:10]=[N:9]2)[CH:5]=[CH:6][CH:7]=1.[CH3:20][S:21]([C:24]1[CH:25]=[C:26]([CH:28]=[CH:29][CH:30]=1)[NH2:27])(=[O:23])=[O:22], predict the reaction product. The product is: [CH3:1][C:2]1[CH:3]=[C:4]([N:8]2[C:12]([C:13]([F:15])([F:14])[F:16])=[C:11]([C:17]([NH:27][C:26]3[CH:28]=[CH:29][CH:30]=[C:24]([S:21]([CH3:20])(=[O:23])=[O:22])[CH:25]=3)=[O:18])[CH:10]=[N:9]2)[CH:5]=[CH:6][CH:7]=1.